From a dataset of Catalyst prediction with 721,799 reactions and 888 catalyst types from USPTO. Predict which catalyst facilitates the given reaction. Reactant: [CH3:1][CH:2]([N:10]1[CH:14]=[C:13]([C:15]2[C:16]3[CH:23]=[CH:22][N:21](COCC[Si](C)(C)C)[C:17]=3[N:18]=[CH:19][N:20]=2)[CH:12]=[N:11]1)[CH2:3][N:4]1[CH2:9][CH2:8][NH:7][CH2:6][CH2:5]1.C(N(CC)CC)C.[CH3:39][C:40]1[O:44][C:43]([C:45]([F:48])([F:47])[F:46])=[C:42]([S:49](Cl)(=[O:51])=[O:50])[CH:41]=1.FC(F)(F)C(O)=O. Product: [CH3:1][CH:2]([N:10]1[CH:14]=[C:13]([C:15]2[C:16]3[CH:23]=[CH:22][NH:21][C:17]=3[N:18]=[CH:19][N:20]=2)[CH:12]=[N:11]1)[CH2:3][N:4]1[CH2:9][CH2:8][N:7]([S:49]([C:42]2[CH:41]=[C:40]([CH3:39])[O:44][C:43]=2[C:45]([F:48])([F:46])[F:47])(=[O:51])=[O:50])[CH2:6][CH2:5]1. The catalyst class is: 2.